From a dataset of Reaction yield outcomes from USPTO patents with 853,638 reactions. Predict the reaction yield, written as a fraction of the theoretical maximum amount of product (1.0 means a 100% yield; for example, 0.34 means a 34% yield). (1) The reactants are [Cl:1][C:2]1[C:3]([CH2:24][NH2:25])=[N:4][CH:5]=[C:6](/[CH:8]=[CH:9]/[CH:10]([C:15]2[CH:20]=[C:19]([Cl:21])[C:18]([Cl:22])=[C:17]([Cl:23])[CH:16]=2)[C:11]([F:14])([F:13])[F:12])[CH:7]=1.[F:26][C:27]([F:33])([F:32])[CH2:28][C:29](O)=[O:30].CCN=C=NCCCN(C)C.Cl.C1C=CC2N(O)N=NC=2C=1.O.CCN(C(C)C)C(C)C. The catalyst is C(Cl)Cl. The product is [Cl:1][C:2]1[C:3]([CH2:24][NH:25][C:29](=[O:30])[CH2:28][C:27]([F:33])([F:32])[F:26])=[N:4][CH:5]=[C:6](/[CH:8]=[CH:9]/[CH:10]([C:15]2[CH:20]=[C:19]([Cl:21])[C:18]([Cl:22])=[C:17]([Cl:23])[CH:16]=2)[C:11]([F:14])([F:12])[F:13])[CH:7]=1. The yield is 0.350. (2) The reactants are [CH2:1]([O:8][C:9]([C:11]1[S:19][C:18]2[C:17](=[O:20])[N:16]([CH2:21][C:22]3[CH:27]=[CH:26][CH:25]=[CH:24][CH:23]=3)[C:15](=[O:28])[NH:14][C:13]=2[CH:12]=1)=[O:10])[C:2]1[CH:7]=[CH:6][CH:5]=[CH:4][CH:3]=1.IC.[C:31](=O)([O-])[O-].[K+].[K+].C(OCC)C. The catalyst is CN(C=O)C. The product is [CH2:1]([O:8][C:9]([C:11]1[S:19][C:18]2[C:17](=[O:20])[N:16]([CH2:21][C:22]3[CH:27]=[CH:26][CH:25]=[CH:24][CH:23]=3)[C:15](=[O:28])[N:14]([CH3:31])[C:13]=2[CH:12]=1)=[O:10])[C:2]1[CH:7]=[CH:6][CH:5]=[CH:4][CH:3]=1. The yield is 0.800. (3) The yield is 0.879. The product is [Br:1][CH:15]([C:9](=[O:14])[C:10]([CH3:13])([CH3:12])[CH3:11])[C:16]#[N:17]. The reactants are [Br:1]N1C(=O)CCC1=O.[C:9]([CH2:15][C:16]#[N:17])(=[O:14])[C:10]([CH3:13])([CH3:12])[CH3:11]. The catalyst is C(Cl)(Cl)(Cl)Cl. (4) The reactants are [CH2:1]([O:3][CH2:4][O:5][C:6]1[CH:13]=[C:12]([O:14][CH2:15][O:16][CH2:17][CH3:18])[CH:11]=[CH:10][C:7]=1C=O)[CH3:2].C1C=C(Cl)C=C(C(OO)=[O:27])C=1. The catalyst is C(Cl)Cl. The product is [CH2:1]([O:3][CH2:4][O:5][C:6]1[CH:13]=[C:12]([O:14][CH2:15][O:16][CH2:17][CH3:18])[CH:11]=[CH:10][C:7]=1[OH:27])[CH3:2]. The yield is 0.940. (5) The reactants are Cl[CH2:2][C:3]1[N:4]=[C:5]([C:8]2[CH:13]=[CH:12][C:11]([O:14][CH2:15][CH2:16][CH2:17]Cl)=[CH:10][CH:9]=2)[O:6][CH:7]=1.[I-].[Na+].C(=O)([O-])[O-].[K+].[K+].[CH3:27][CH:28]1[CH2:32][CH2:31][CH2:30][NH:29]1.[NH:33]1[CH2:38][CH2:37][CH2:36][CH2:35][CH2:34]1. The catalyst is C(#N)C. The product is [CH3:27][CH:28]1[CH2:32][CH2:31][CH2:30][N:29]1[CH2:2][C:3]1[N:4]=[C:5]([C:8]2[CH:13]=[CH:12][C:11]([O:14][CH2:15][CH2:16][CH2:17][N:33]3[CH2:38][CH2:37][CH2:36][CH2:35][CH2:34]3)=[CH:10][CH:9]=2)[O:6][CH:7]=1. The yield is 0.420. (6) The reactants are [NH2:1][C:2]1[CH:7]=[CH:6][CH:5]=[CH:4][C:3]=1[CH2:8][N:9]1[C@H:14]([CH:15]([CH2:18][CH3:19])[CH2:16][CH3:17])[C:13](=[O:20])[NH:12][C@H:11]([CH:21]2[CH2:29][C:28]3[C:23](=[CH:24][CH:25]=[CH:26][CH:27]=3)[CH2:22]2)[C:10]1=[O:30].C(N(CC)CC)C.Cl[CH2:39][CH2:40][CH2:41][S:42](Cl)(=[O:44])=[O:43]. The catalyst is ClCCl.[I-].C([N+](CCCC)(CCCC)CCCC)CCC. The product is [CH2:22]1[C:23]2[C:28](=[CH:27][CH:26]=[CH:25][CH:24]=2)[CH2:29][CH:21]1[C@H:11]1[NH:12][C:13](=[O:20])[C@@H:14]([CH:15]([CH2:16][CH3:17])[CH2:18][CH3:19])[N:9]([CH2:8][C:3]2[CH:4]=[CH:5][CH:6]=[CH:7][C:2]=2[N:1]2[CH2:39][CH2:40][CH2:41][S:42]2(=[O:44])=[O:43])[C:10]1=[O:30]. The yield is 0.360.